From a dataset of Reaction yield outcomes from USPTO patents with 853,638 reactions. Predict the reaction yield, written as a fraction of the theoretical maximum amount of product (1.0 means a 100% yield; for example, 0.34 means a 34% yield). (1) The product is [O:5]1[C:6]2[CH:11]=[CH:10][CH:9]=[CH:8][C:7]=2[C:3]([CH2:2][C:12]#[N:13])=[N:4]1. The catalyst is CC#N.O. The reactants are Br[CH2:2][C:3]1[C:7]2[CH:8]=[CH:9][CH:10]=[CH:11][C:6]=2[O:5][N:4]=1.[C-:12]#[N:13].[K+]. The yield is 0.150. (2) The reactants are [Cl:1][C:2]1[N:3]=[C:4](Cl)[C:5]2[CH2:10][CH2:9][CH:8]([C:11]3[CH:16]=[CH:15][CH:14]=[CH:13][CH:12]=3)[C:6]=2[N:7]=1.[CH:18]([C:21]1[CH:22]=[CH:23][C:24]([CH3:28])=[C:25]([CH:27]=1)[NH2:26])([CH3:20])[CH3:19].CCN(C(C)C)C(C)C. The catalyst is CN1C(=O)CCC1.CCOC(C)=O. The product is [Cl:1][C:2]1[N:3]=[C:4]([NH:26][C:25]2[CH:27]=[C:21]([CH:18]([CH3:19])[CH3:20])[CH:22]=[CH:23][C:24]=2[CH3:28])[C:5]2[CH2:10][CH2:9][CH:8]([C:11]3[CH:16]=[CH:15][CH:14]=[CH:13][CH:12]=3)[C:6]=2[N:7]=1. The yield is 0.309. (3) The reactants are [CH3:1][C:2]1[C:3]([C:16]2[CH:21]=[CH:20][C:19]([S:22]([CH3:25])(=[O:24])=[O:23])=[CH:18][CH:17]=2)=[N:4][C:5](S(C)(=O)=O)=[N:6][C:7]=1[C:8]([F:11])([F:10])[F:9].[CH2:26]([NH2:30])[CH:27]([CH3:29])[CH3:28]. The catalyst is C(#N)C. The product is [CH2:26]([NH:30][C:5]1[N:4]=[C:3]([C:16]2[CH:17]=[CH:18][C:19]([S:22]([CH3:25])(=[O:23])=[O:24])=[CH:20][CH:21]=2)[C:2]([CH3:1])=[C:7]([C:8]([F:9])([F:10])[F:11])[N:6]=1)[CH:27]([CH3:29])[CH3:28]. The yield is 0.790. (4) The reactants are O[CH2:2][C:3]1[CH:8]=[CH:7][C:6]([N:9]2[CH:18]=[C:17]([C:19]3[CH:24]=[CH:23][C:22]([C:25]([F:28])([F:27])[F:26])=[CH:21][CH:20]=3)[C:16]3[C:11](=[CH:12][CH:13]=[C:14]([O:29]C)[CH:15]=3)[C:10]2=[O:31])=[CH:5][C:4]=1[O:32]C.B(Br)(Br)[Br:35]. The catalyst is C(Cl)Cl. The product is [Br:35][CH2:2][C:3]1[CH:8]=[CH:7][C:6]([N:9]2[CH:18]=[C:17]([C:19]3[CH:20]=[CH:21][C:22]([C:25]([F:28])([F:27])[F:26])=[CH:23][CH:24]=3)[C:16]3[C:11](=[CH:12][CH:13]=[C:14]([OH:29])[CH:15]=3)[C:10]2=[O:31])=[CH:5][C:4]=1[OH:32]. The yield is 0.796. (5) The reactants are [CH2:1]([O:4][CH2:5][C:6]1([CH3:19])[CH2:11][CH2:10][N:9](C(OC(C)(C)C)=O)[CH2:8][CH2:7]1)[CH:2]=[CH2:3].Cl.CCOCC. No catalyst specified. The product is [CH2:1]([O:4][CH2:5][C:6]1([CH3:19])[CH2:7][CH2:8][NH:9][CH2:10][CH2:11]1)[CH:2]=[CH2:3]. The yield is 0.960.